Dataset: Forward reaction prediction with 1.9M reactions from USPTO patents (1976-2016). Task: Predict the product of the given reaction. (1) Given the reactants [NH2:1][C:2]1[CH:7]=[C:6]([C:8]2[CH:35]=[C:34]([Cl:36])[CH:33]=[CH:32][C:9]=2[O:10][C:11]2[C:16]([Cl:17])=[CH:15][C:14]([S:18]([N:21](COC)[C:22]3[N:23]=[N:24][CH:25]=[CH:26][CH:27]=3)(=[O:20])=[O:19])=[C:13]([F:31])[CH:12]=2)[CH:5]=[CH:4][N:3]=1.NC1C=C(C2C=C(Cl)C=CC=2OC2C(Cl)=CC(S(/N=C3/N(COC)N=CC=C/3)(=O)=O)=C(F)C=2)C=CN=1.FC(F)(F)C(O)=O.CO.Cl.O, predict the reaction product. The product is: [NH2:1][C:2]1[CH:7]=[C:6]([C:8]2[CH:35]=[C:34]([Cl:36])[CH:33]=[CH:32][C:9]=2[O:10][C:11]2[C:16]([Cl:17])=[CH:15][C:14]([S:18]([NH:21][C:22]3[N:23]=[N:24][CH:25]=[CH:26][CH:27]=3)(=[O:19])=[O:20])=[C:13]([F:31])[CH:12]=2)[CH:5]=[CH:4][N:3]=1. (2) Given the reactants CI.[CH2:3]([O:10][C:11]1[C:16](=[O:17])[C:15]([CH2:18][C:19]([F:22])([F:21])[F:20])=[CH:14][NH:13][C:12]=1[CH3:23])[C:4]1[CH:9]=[CH:8][CH:7]=[CH:6][CH:5]=1.[C:24](=O)([O-])[O-].[K+].[K+], predict the reaction product. The product is: [CH2:3]([O:10][C:11]1[C:16](=[O:17])[C:15]([CH2:18][C:19]([F:22])([F:21])[F:20])=[CH:14][N:13]([CH3:24])[C:12]=1[CH3:23])[C:4]1[CH:5]=[CH:6][CH:7]=[CH:8][CH:9]=1. (3) Given the reactants [Cl:1][C:2]1[CH:3]=[C:4]2[C:12](=[C:13]([N+:17]([O-])=O)[C:14]=1[O:15][CH3:16])[NH:11][C:10]1[CH:9]=[N:8][CH:7]=[CH:6][C:5]2=1.[H][H].C([O-])(O)=O.[Na+], predict the reaction product. The product is: [Cl:1][C:2]1[CH:3]=[C:4]2[C:12](=[C:13]([NH2:17])[C:14]=1[O:15][CH3:16])[NH:11][C:10]1[CH:9]=[N:8][CH:7]=[CH:6][C:5]2=1. (4) Given the reactants [Br:1]Br.[C:3]([C:6]1[S:10][C:9]([NH:11][C:12](=[O:14])[CH3:13])=[N:8][C:7]=1[CH3:15])(=[O:5])[CH3:4], predict the reaction product. The product is: [BrH:1].[Br:1][CH2:4][C:3]([C:6]1[S:10][C:9]([NH:11][C:12](=[O:14])[CH3:13])=[N:8][C:7]=1[CH3:15])=[O:5]. (5) The product is: [NH2:27][C:28]1[CH:36]=[CH:35][C:31]([C:32]([NH:1][C:2]2[N:11]3[CH2:12][CH2:13][N:14]=[C:10]3[C:9]3[CH:8]=[CH:7][C:6]([O:15][CH2:16][CH2:17][CH2:18][S:19]([N:22]([CH3:24])[CH3:23])(=[O:20])=[O:21])=[C:5]([O:25][CH3:26])[C:4]=3[N:3]=2)=[O:33])=[CH:30][N:29]=1. Given the reactants [NH2:1][C:2]1[N:11]2[CH2:12][CH2:13][N:14]=[C:10]2[C:9]2[CH:8]=[CH:7][C:6]([O:15][CH2:16][CH2:17][CH2:18][S:19]([N:22]([CH3:24])[CH3:23])(=[O:21])=[O:20])=[C:5]([O:25][CH3:26])[C:4]=2[N:3]=1.[NH2:27][C:28]1[CH:36]=[CH:35][C:31]([C:32](O)=[O:33])=[CH:30][N:29]=1, predict the reaction product.